Dataset: Forward reaction prediction with 1.9M reactions from USPTO patents (1976-2016). Task: Predict the product of the given reaction. (1) Given the reactants [Br:1][C:2]1[CH:7]=[CH:6][C:5]([C@@H:8]([N:10]2[CH2:15][CH2:14][C@:13]([CH2:22][C:23]([CH3:27])([CH3:26])[C:24]#[N:25])([C:16]3[CH:21]=[CH:20][CH:19]=[CH:18][CH:17]=3)[CH2:12][C:11]2=[O:28])[CH3:9])=[CH:4][CH:3]=1.C([O-])([O-])=[O:30].[K+].[K+].OO, predict the reaction product. The product is: [Br:1][C:2]1[CH:3]=[CH:4][C:5]([C@@H:8]([N:10]2[CH2:15][CH2:14][C@:13]([CH2:22][C:23]([CH3:27])([CH3:26])[C:24]([NH2:25])=[O:30])([C:16]3[CH:21]=[CH:20][CH:19]=[CH:18][CH:17]=3)[CH2:12][C:11]2=[O:28])[CH3:9])=[CH:6][CH:7]=1. (2) Given the reactants [SH:1][CH2:2][CH2:3][OH:4].[C:5]1([CH:11]([C:13]2[CH:18]=[CH:17][CH:16]=[CH:15][CH:14]=2)O)[CH:10]=[CH:9][CH:8]=[CH:7][CH:6]=1.C([O-])([O-])=O.[K+].[K+].O, predict the reaction product. The product is: [CH:11]([S:1][CH2:2][CH2:3][OH:4])([C:5]1[CH:10]=[CH:9][CH:8]=[CH:7][CH:6]=1)[C:13]1[CH:18]=[CH:17][CH:16]=[CH:15][CH:14]=1. (3) Given the reactants [Br:1][C:2]1[CH:7]=[CH:6][C:5]([C:8]2[CH:21]=[CH:20][C:19]3[C:18]4[C:13](=[CH:14][CH:15]=[CH:16][CH:17]=4)[CH:12]=[CH:11][C:10]=3[CH:9]=2)=[CH:4][CH:3]=1.C1(B(O)O)C2C=CC3C(=CC=CC=3)C=2C=CC=1, predict the reaction product. The product is: [Br:1][C:2]1[CH:7]=[CH:6][C:5]([C:8]2[C:21]3[CH:20]=[CH:19][C:18]4[C:13](=[CH:14][CH:15]=[CH:16][CH:17]=4)[C:12]=3[CH:11]=[CH:10][CH:9]=2)=[CH:4][CH:3]=1. (4) Given the reactants [Cl:1][C:2]1[C:7]([Cl:8])=[C:6]([C:9]([OH:18])([C:14]([F:17])([F:16])[F:15])[C:10]([F:13])([F:12])[F:11])[CH:5]=[CH:4][C:3]=1[C:19]1[S:23][C:22]([C:24]([O-:26])=O)=[N:21][C:20]=1[C:27]([N:29]1[CH2:34][CH2:33][CH:32]([F:35])[CH2:31][CH2:30]1)=[O:28].[Li+].CC[N:39]([CH:43]([CH3:45])C)[CH:40](C)C.C1C=NC2N(O)N=NC=2C=1.C(O)(=O)C(O)=O.[CH2:62]1C2(CNC2)[CH2:64][S:63]1(=[O:70])=[O:69].CN(C(ON1N=NC2C=CC=NC1=2)=[N+](C)C)C.F[P-](F)(F)(F)(F)F, predict the reaction product. The product is: [Cl:1][C:2]1[C:7]([Cl:8])=[C:6]([C:9]([OH:18])([C:14]([F:15])([F:16])[F:17])[C:10]([F:11])([F:12])[F:13])[CH:5]=[CH:4][C:3]=1[C:19]1[S:23][C:22]([C:24]([N:39]2[CH2:40][C:45]3([CH2:64][S:63](=[O:70])(=[O:69])[CH2:62]3)[CH2:43]2)=[O:26])=[N:21][C:20]=1[C:27]([N:29]1[CH2:34][CH2:33][CH:32]([F:35])[CH2:31][CH2:30]1)=[O:28]. (5) Given the reactants [NH2:1][C:2]1[N:7]=[C:6]([N:8]2[CH2:13][CH2:12][CH2:11][C@@H:10]([C:14]([OH:16])=[O:15])[CH2:9]2)[CH:5]=[CH:4][C:3]=1[N+:17]([O-])=O.C([O-])=O.[NH4+].[CH:24]1([C:27]2[N:32]=[C:31]([CH:33]=O)[CH:30]=[CH:29][N:28]=2)[CH2:26][CH2:25]1.C(O)(=O)C, predict the reaction product. The product is: [CH:24]1([C:27]2[N:32]=[C:31]([C:33]3[NH:1][C:2]4=[N:7][C:6]([N:8]5[CH2:13][CH2:12][CH2:11][C@@H:10]([C:14]([OH:16])=[O:15])[CH2:9]5)=[CH:5][CH:4]=[C:3]4[N:17]=3)[CH:30]=[CH:29][N:28]=2)[CH2:26][CH2:25]1. (6) Given the reactants [Cl:1][C:2]1[N:7]=[C:6](SC)[N:5]=[C:4]([N:10]2[C@H:15]([C:16]([F:19])([F:18])[F:17])[CH2:14][CH2:13][C@H:12]([C:20]([NH:22][CH:23]3[CH2:28][CH2:27][CH2:26][CH2:25][CH2:24]3)=[O:21])[CH2:11]2)[CH:3]=1.[CH:29]1C=C(Cl)C=C(C(OO)=O)C=1.[O-:40][S:41]([O-:43])=O.[Na+].[Na+].C([O-])(O)=O.[Na+], predict the reaction product. The product is: [Cl:1][C:2]1[N:7]=[C:6]([S:41]([CH3:29])(=[O:43])=[O:40])[N:5]=[C:4]([N:10]2[C@H:15]([C:16]([F:18])([F:19])[F:17])[CH2:14][CH2:13][C@H:12]([C:20]([NH:22][CH:23]3[CH2:28][CH2:27][CH2:26][CH2:25][CH2:24]3)=[O:21])[CH2:11]2)[CH:3]=1.